Dataset: Full USPTO retrosynthesis dataset with 1.9M reactions from patents (1976-2016). Task: Predict the reactants needed to synthesize the given product. (1) Given the product [ClH:52].[ClH:52].[O:27]1[C:28]2[C:33](=[CH:32][CH:31]=[CH:30][CH:29]=2)[C@H:24]([NH:23][C:22]([C@@H:21]2[CH2:20][N:19]3[CH2:35][CH2:36][CH2:37][C@@H:18]3[CH2:17][N:16]2[C:14](=[O:15])[C@@H:13]([NH:12][C:10](=[O:11])[C@H:9]([CH3:44])[NH:7][CH3:6])[CH:38]2[CH2:43][CH2:42][O:41][CH2:40][CH2:39]2)=[O:34])[CH2:25][CH2:26]1, predict the reactants needed to synthesize it. The reactants are: C(O[C:6](=O)[N:7]([C@@H:9]([CH3:44])[C:10]([NH:12][C@@H:13]([CH:38]1[CH2:43][CH2:42][O:41][CH2:40][CH2:39]1)[C:14]([N:16]1[C@H:21]([C:22](=[O:34])[NH:23][C@H:24]2[C:33]3[C:28](=[CH:29][CH:30]=[CH:31][CH:32]=3)[O:27][CH2:26][CH2:25]2)[CH2:20][N:19]2[CH2:35][CH2:36][CH2:37][C@@H:18]2[CH2:17]1)=[O:15])=[O:11])C)(C)(C)C.C(OCC)(=O)C.[ClH:52]. (2) Given the product [CH:35]1([C:38]([N:31]2[CH2:30][CH2:29][N:28]([C:25]3[CH:26]=[CH:27][C:22]([C:21]([NH:20][C:15]4[CH:16]=[CH:17][C:18]([CH3:19])=[C:13]([I:12])[CH:14]=4)=[O:34])=[CH:23][N:24]=3)[CH2:33][CH2:32]2)=[O:39])[CH2:37][CH2:36]1, predict the reactants needed to synthesize it. The reactants are: CCN=C=NCCCN(C)C.[I:12][C:13]1[CH:14]=[C:15]([NH:20][C:21](=[O:34])[C:22]2[CH:27]=[CH:26][C:25]([N:28]3[CH2:33][CH2:32][NH:31][CH2:30][CH2:29]3)=[N:24][CH:23]=2)[CH:16]=[CH:17][C:18]=1[CH3:19].[CH:35]1([C:38](O)=[O:39])[CH2:37][CH2:36]1.COC(C1CCC(C(N2CCN(C3C=CC(C(=O)NC4C=CC=C(C(C)(C)C)C=4)=CN=3)CC2)=O)CC1)=O. (3) Given the product [Cl:18][C:19]1[CH:20]=[C:21]([NH:32][C:2]2[C:11]3[C:6](=[CH:7][C:8]([F:15])=[C:9]([O:12][CH2:13][CH3:14])[CH:10]=3)[N:5]=[CH:4][C:3]=2[C:16]#[N:17])[CH:22]=[CH:23][C:24]=1[S:25][C:26]1[N:27]([CH3:31])[CH:28]=[CH:29][N:30]=1, predict the reactants needed to synthesize it. The reactants are: Cl[C:2]1[C:11]2[C:6](=[CH:7][C:8]([F:15])=[C:9]([O:12][CH2:13][CH3:14])[CH:10]=2)[N:5]=[CH:4][C:3]=1[C:16]#[N:17].[Cl:18][C:19]1[CH:20]=[C:21]([NH2:32])[CH:22]=[CH:23][C:24]=1[S:25][C:26]1[N:27]([CH3:31])[CH:28]=[CH:29][N:30]=1.Cl.N1C=CC=CC=1. (4) Given the product [C:4]1([C:24]2[CH:29]=[CH:28][CH:27]=[CH:26][CH:25]=2)[CH:9]=[CH:8][C:7]([N:10]2[C:14]([NH:15][S:16]([CH:19]([CH3:21])[CH3:20])(=[O:18])=[O:17])=[CH:13][CH:12]=[N:11]2)=[CH:6][CH:5]=1, predict the reactants needed to synthesize it. The reactants are: [F-].[Cs+].Br[C:4]1[CH:9]=[CH:8][C:7]([N:10]2[C:14]([NH:15][S:16]([CH:19]([CH3:21])[CH3:20])(=[O:18])=[O:17])=[CH:13][CH:12]=[N:11]2)=[CH:6][CH:5]=1.C([C:24]1[CH:29]=[CH:28][CH:27]=[CH:26][C:25]=1B(O)O)#N.